The task is: Predict the reactants needed to synthesize the given product.. This data is from Full USPTO retrosynthesis dataset with 1.9M reactions from patents (1976-2016). (1) Given the product [F:21][C:22]1[CH:28]=[CH:27][C:25]([NH:26][C:15]2[C:16](=[O:19])[C:17](=[O:18])[C:14]=2[NH:13][C:5]2[C:6]([OH:12])=[C:7]([S:8]([NH2:11])(=[O:10])=[O:9])[C:2]([Cl:1])=[CH:3][CH:4]=2)=[CH:24][CH:23]=1, predict the reactants needed to synthesize it. The reactants are: [Cl:1][C:2]1[C:7]([S:8]([NH2:11])(=[O:10])=[O:9])=[C:6]([OH:12])[C:5]([NH:13][C:14]2[C:17](=[O:18])[C:16](=[O:19])[C:15]=2Cl)=[CH:4][CH:3]=1.[F:21][C:22]1[CH:28]=[CH:27][C:25]([NH2:26])=[CH:24][CH:23]=1. (2) Given the product [F:1][C:2]1[CH:7]=[CH:6][C:5]([C:8]2[CH:12]=[C:11]([N:13]3[CH2:14][CH2:15][N:16]([C:25]([O:24][C:21]([CH3:23])([CH3:22])[CH3:20])=[O:26])[CH2:17][CH2:18]3)[N:10]([CH3:19])[N:9]=2)=[CH:4][CH:3]=1, predict the reactants needed to synthesize it. The reactants are: [F:1][C:2]1[CH:7]=[CH:6][C:5]([C:8]2[CH:12]=[C:11]([N:13]3[CH2:18][CH2:17][NH:16][CH2:15][CH2:14]3)[N:10]([CH3:19])[N:9]=2)=[CH:4][CH:3]=1.[CH3:20][C:21]([O:24][C:25](O[C:25]([O:24][C:21]([CH3:23])([CH3:22])[CH3:20])=[O:26])=[O:26])([CH3:23])[CH3:22]. (3) Given the product [N:23]1([C:28]2[CH:36]=[CH:35][C:31]([C:32]([N:3]3[CH2:8][CH2:7][CH:6]([NH:9][C:10]4[N:15]=[CH:14][C:13](/[CH:16]=[CH:17]/[C:18]([O:20][CH2:21][CH3:22])=[O:19])=[CH:12][CH:11]=4)[CH2:5][CH2:4]3)=[O:33])=[CH:30][CH:29]=2)[CH:27]=[CH:26][CH:25]=[CH:24]1, predict the reactants needed to synthesize it. The reactants are: Cl.Cl.[NH:3]1[CH2:8][CH2:7][CH:6]([NH:9][C:10]2[N:15]=[CH:14][C:13](/[CH:16]=[CH:17]/[C:18]([O:20][CH2:21][CH3:22])=[O:19])=[CH:12][CH:11]=2)[CH2:5][CH2:4]1.[N:23]1([C:28]2[CH:36]=[CH:35][C:31]([C:32](O)=[O:33])=[CH:30][CH:29]=2)[CH:27]=[CH:26][CH:25]=[CH:24]1.CCN=C=NCCCN(C)C.Cl.C1C=CC2N(O)N=NC=2C=1.